This data is from Forward reaction prediction with 1.9M reactions from USPTO patents (1976-2016). The task is: Predict the product of the given reaction. Given the reactants [CH2:1]([O:8][C:9]1[C:10]([O:42][CH3:43])=[CH:11][C:12]([C:38]([CH3:41])([CH3:40])[CH3:39])=[C:13](/[CH:15]=[CH:16]/[C:17]([NH:19][CH2:20][CH2:21][C:22]2[CH:27]=[CH:26][C:25]([O:28][CH3:29])=[C:24]([O:30][CH2:31][C:32]3[CH:37]=[CH:36][CH:35]=[CH:34][CH:33]=3)[CH:23]=2)=O)[CH:14]=1)[C:2]1[CH:7]=[CH:6][CH:5]=[CH:4][CH:3]=1.O=P(Cl)(Cl)Cl.[BH4-].[Na+], predict the reaction product. The product is: [CH2:31]([O:30][C:24]1[CH:23]=[C:22]2[C:27](=[CH:26][C:25]=1[O:28][CH3:29])[CH:17](/[CH:16]=[CH:15]/[C:13]1[CH:14]=[C:9]([O:8][CH2:1][C:2]3[CH:7]=[CH:6][CH:5]=[CH:4][CH:3]=3)[C:10]([O:42][CH3:43])=[CH:11][C:12]=1[C:38]([CH3:41])([CH3:40])[CH3:39])[NH:19][CH2:20][CH2:21]2)[C:32]1[CH:33]=[CH:34][CH:35]=[CH:36][CH:37]=1.